From a dataset of Peptide-MHC class I binding affinity with 185,985 pairs from IEDB/IMGT. Regression. Given a peptide amino acid sequence and an MHC pseudo amino acid sequence, predict their binding affinity value. This is MHC class I binding data. (1) The peptide sequence is MAKQSQTPL. The MHC is HLA-A24:02 with pseudo-sequence HLA-A24:02. The binding affinity (normalized) is 0.0498. (2) The peptide sequence is FVNRYGVAY. The MHC is HLA-B15:09 with pseudo-sequence HLA-B15:09. The binding affinity (normalized) is 0.0847. (3) The peptide sequence is KRKLMYVSA. The MHC is HLA-B15:01 with pseudo-sequence HLA-B15:01. The binding affinity (normalized) is 0.0847. (4) The peptide sequence is SQAAFGLPI. The MHC is HLA-B15:42 with pseudo-sequence HLA-B15:42. The binding affinity (normalized) is 0.213. (5) The peptide sequence is NTPECPSASR. The MHC is HLA-A68:01 with pseudo-sequence HLA-A68:01. The binding affinity (normalized) is 0.854. (6) The peptide sequence is DMFLTSVINR. The MHC is HLA-A31:01 with pseudo-sequence HLA-A31:01. The binding affinity (normalized) is 0.826. (7) The peptide sequence is MPMKGRFPI. The MHC is HLA-A68:23 with pseudo-sequence HLA-A68:23. The binding affinity (normalized) is 0.482. (8) The peptide sequence is SMDVLAEKK. The MHC is HLA-A33:01 with pseudo-sequence HLA-A33:01. The binding affinity (normalized) is 0. (9) The peptide sequence is SSMNSDAAY. The MHC is HLA-B35:01 with pseudo-sequence HLA-B35:01. The binding affinity (normalized) is 0.772.